The task is: Predict which catalyst facilitates the given reaction.. This data is from Catalyst prediction with 721,799 reactions and 888 catalyst types from USPTO. Reactant: [CH3:1][O-:2].[Na+].[Cl:4][C:5]1[N:10]=[C:9](Cl)[C:8]([Cl:12])=[CH:7][N:6]=1. Product: [Cl:4][C:5]1[N:10]=[C:9]([O:2][CH3:1])[C:8]([Cl:12])=[CH:7][N:6]=1. The catalyst class is: 5.